From a dataset of Full USPTO retrosynthesis dataset with 1.9M reactions from patents (1976-2016). Predict the reactants needed to synthesize the given product. (1) Given the product [CH:18]([C:15]1[CH:16]=[CH:17][C:12]([S:9]([NH:8][C:6]2[CH:5]=[CH:4][CH:3]=[C:2]([CH3:1])[N:7]=2)(=[O:11])=[O:10])=[CH:13][CH:14]=1)=[O:27], predict the reactants needed to synthesize it. The reactants are: [CH3:1][C:2]1[N:7]=[C:6]([NH:8][S:9]([C:12]2[CH:17]=[CH:16][C:15]([C:18]3C=CC(C#N)=CC=3)=[CH:14][CH:13]=2)(=[O:11])=[O:10])[CH:5]=[CH:4][CH:3]=1.C(C1C=CC(S(Cl)(=O)=O)=CC=1)=[O:27]. (2) Given the product [C:1]([C:4]1[CH:5]=[C:6]([C:13]2[CH:14]=[C:15]([CH:27]=[CH:28][CH:29]=2)[CH2:16][NH:17][C@H:18]([C:20]([OH:22])=[O:21])[CH3:19])[S:7][C:8]=1[NH:9][C:10](=[O:12])[NH2:11])(=[O:3])[NH2:2], predict the reactants needed to synthesize it. The reactants are: [C:1]([C:4]1[CH:5]=[C:6]([C:13]2[CH:14]=[C:15]([CH:27]=[CH:28][CH:29]=2)[CH2:16][NH:17][C@H:18]([C:20]([O:22]C(C)(C)C)=[O:21])[CH3:19])[S:7][C:8]=1[NH:9][C:10](=[O:12])[NH2:11])(=[O:3])[NH2:2]. (3) The reactants are: [C:1]([NH:8][CH2:9][CH2:10][NH2:11])([O:3][C:4]([CH3:7])([CH3:6])[CH3:5])=[O:2].[S:12](N)([NH2:15])(=[O:14])=[O:13]. Given the product [C:4]([O:3][C:1]([NH:8][CH2:9][CH2:10][NH:11][S:12](=[O:14])(=[O:13])[NH2:15])=[O:2])([CH3:5])([CH3:6])[CH3:7], predict the reactants needed to synthesize it. (4) Given the product [F:13][C:14]([F:21])([F:20])[C:15]([NH:2][C@H:3]1[CH2:8][CH2:7][C@H:6]([OH:9])[CH2:5][CH2:4]1)=[O:16], predict the reactants needed to synthesize it. The reactants are: Cl.[NH2:2][C@H:3]1[CH2:8][CH2:7][C@H:6]([OH:9])[CH2:5][CH2:4]1.C[O-].[Na+].[F:13][C:14]([F:21])([F:20])[C:15](OCC)=[O:16]. (5) Given the product [Cl:32][C:33]1[CH:34]=[C:35]([CH:45]=[CH:46][C:47]=1[Cl:48])[O:36][C:37]1[CH:38]=[CH:39][C:40]([CH2:41][NH:42][C:4](=[O:6])[C:3]2[CH:7]=[CH:8][CH:9]=[N:10][C:2]=2[NH2:1])=[CH:43][CH:44]=1, predict the reactants needed to synthesize it. The reactants are: [NH2:1][C:2]1[N:10]=[CH:9][CH:8]=[CH:7][C:3]=1[C:4]([OH:6])=O.ON1C2C=CC=CC=2N=N1.CCN=C=NCCCN(C)C.[Cl:32][C:33]1[CH:34]=[C:35]([CH:45]=[CH:46][C:47]=1[Cl:48])[O:36][C:37]1[CH:44]=[CH:43][C:40]([CH2:41][NH2:42])=[CH:39][CH:38]=1.C(=O)(O)[O-].[Na+]. (6) Given the product [NH2:17][C@@H:14]1[CH2:15][CH2:16][C@H:11]([N:8]2[C:9](=[O:10])[C:4]3[CH:3]=[C:2]([F:1])[CH:47]=[N:46][C:5]=3[N:6]([C:26]3[CH:27]=[C:28]([C:32]4[CH:33]=[CH:34][C:35]([CH2:38][N:39]5[CH2:45][CH2:44][CH2:43][O:42][CH2:41][CH2:40]5)=[CH:36][CH:37]=4)[CH:29]=[CH:30][CH:31]=3)[C:7]2=[O:25])[CH2:12][CH2:13]1, predict the reactants needed to synthesize it. The reactants are: [F:1][C:2]1[CH:47]=[N:46][C:5]2[N:6]([C:26]3[CH:27]=[C:28]([C:32]4[CH:37]=[CH:36][C:35]([CH2:38][N:39]5[CH2:45][CH2:44][CH2:43][O:42][CH2:41][CH2:40]5)=[CH:34][CH:33]=4)[CH:29]=[CH:30][CH:31]=3)[C:7](=[O:25])[N:8]([C@@H:11]3[CH2:16][CH2:15][C@H:14]([NH:17]C(=O)OC(C)(C)C)[CH2:13][CH2:12]3)[C:9](=[O:10])[C:4]=2[CH:3]=1.FC(F)(F)C(O)=O. (7) Given the product [F:1][C:2]1[C:7]2[C:8]([C:18]([NH:19][CH3:20])=[O:21])=[C:9]([C:11]3[CH:12]=[CH:13][C:14]([F:17])=[CH:15][CH:16]=3)[O:10][C:6]=2[CH:5]=[CH:4][C:3]=1[C:22]1[CH:23]=[C:24]([C:25](=[O:27])[NH:42][C:39]2([C:36]3[CH:37]=[CH:38][N:33]=[CH:34][N:35]=3)[CH2:41][CH2:40]2)[CH:28]=[CH:29][C:30]=1[CH3:31], predict the reactants needed to synthesize it. The reactants are: [F:1][C:2]1[C:7]2[C:8]([C:18](=[O:21])[NH:19][CH3:20])=[C:9]([C:11]3[CH:16]=[CH:15][C:14]([F:17])=[CH:13][CH:12]=3)[O:10][C:6]=2[CH:5]=[CH:4][C:3]=1[C:22]1[CH:23]=[C:24]([CH:28]=[CH:29][C:30]=1[CH3:31])[C:25]([OH:27])=O.Cl.[N:33]1[CH:38]=[CH:37][C:36]([C:39]2([NH2:42])[CH2:41][CH2:40]2)=[N:35][CH:34]=1.CN([P+](ON1N=NC2C=CC=CC1=2)(N(C)C)N(C)C)C.F[P-](F)(F)(F)(F)F.